Dataset: Forward reaction prediction with 1.9M reactions from USPTO patents (1976-2016). Task: Predict the product of the given reaction. (1) Given the reactants [CH:1]1([NH:7][C:8](=[O:39])[N:9]([CH2:18][CH2:19][O:20][C@@H:21]2[CH2:26][CH2:25][CH2:24][C@H:23]([CH2:27][CH2:28][CH:29]([CH2:37][CH3:38])[C:30]([O:32]C(C)(C)C)=[O:31])[CH2:22]2)[CH2:10][C:11]2[CH:16]=[CH:15][C:14]([CH3:17])=[CH:13][CH:12]=2)[CH2:6][CH2:5][CH2:4][CH2:3][CH2:2]1.FC(F)(F)C(O)=O.C1(C)C=CC=CC=1, predict the reaction product. The product is: [CH:1]1([NH:7][C:8](=[O:39])[N:9]([CH2:18][CH2:19][O:20][C@@H:21]2[CH2:26][CH2:25][CH2:24][C@H:23]([CH2:27][CH2:28][CH:29]([CH2:37][CH3:38])[C:30]([OH:32])=[O:31])[CH2:22]2)[CH2:10][C:11]2[CH:16]=[CH:15][C:14]([CH3:17])=[CH:13][CH:12]=2)[CH2:2][CH2:3][CH2:4][CH2:5][CH2:6]1. (2) The product is: [N:22]1([C:26]([C:28]2[CH:29]=[CH:30][C:31]([O:1][C:2]3[CH:3]=[C:4]([CH:14]=[C:15]([O:17][C@@H:18]([CH3:21])[CH2:19][OH:20])[CH:16]=3)[C:5]([NH:7][C:8]3[S:12][N:11]=[C:10]([CH3:13])[N:9]=3)=[O:6])=[N:32][CH:33]=2)=[O:27])[CH2:25][CH2:24][CH2:23]1. Given the reactants [OH:1][C:2]1[CH:3]=[C:4]([CH:14]=[C:15]([O:17][C@@H:18]([CH3:21])[CH2:19][OH:20])[CH:16]=1)[C:5]([NH:7][C:8]1[S:12][N:11]=[C:10]([CH3:13])[N:9]=1)=[O:6].[N:22]1([C:26]([C:28]2[CH:29]=[CH:30][C:31](Cl)=[N:32][CH:33]=2)=[O:27])[CH2:25][CH2:24][CH2:23]1.C(=O)([O-])[O-].[K+].[K+].C(OCC)(=O)C, predict the reaction product. (3) Given the reactants [F:1][C:2]([F:12])([F:11])[C:3]1[CH:8]=[CH:7][C:6]([Mg]Br)=[CH:5][CH:4]=1.[O:13]=[C:14]1[CH2:19][CH2:18][C@@H:17]([NH:20][C:21](=[O:27])[O:22][C:23]([CH3:26])([CH3:25])[CH3:24])[CH:16]=[CH:15]1, predict the reaction product. The product is: [O:13]=[C:14]1[CH2:15][CH2:16][C@@H:17]([NH:20][C:21](=[O:27])[O:22][C:23]([CH3:25])([CH3:24])[CH3:26])[C@H:18]([C:6]2[CH:7]=[CH:8][C:3]([C:2]([F:12])([F:11])[F:1])=[CH:4][CH:5]=2)[CH2:19]1. (4) Given the reactants [C:1]([C:3]1[CH:4]=[CH:5][C:6]2[N:10]([CH3:11])[C:9](=[O:12])[N:8]([CH2:13][C@H:14]3[CH2:19][CH2:18][C@H:17]([C:20](O)=[O:21])[CH2:16][CH2:15]3)[C:7]=2[CH:23]=1)#[CH:2].CN(C(ON1N=NC2C=CC=NC1=2)=[N+](C)C)C.F[P-](F)(F)(F)(F)F.[C:48]([N:51]1[CH2:56][CH2:55][NH:54][CH2:53][CH2:52]1)(=[O:50])[CH3:49], predict the reaction product. The product is: [C:48]([N:51]1[CH2:56][CH2:55][N:54]([C:20]([C@H:17]2[CH2:16][CH2:15][C@H:14]([CH2:13][N:8]3[C:7]4[CH:23]=[C:3]([C:1]#[CH:2])[CH:4]=[CH:5][C:6]=4[N:10]([CH3:11])[C:9]3=[O:12])[CH2:19][CH2:18]2)=[O:21])[CH2:53][CH2:52]1)(=[O:50])[CH3:49]. (5) Given the reactants [NH:1]1[CH2:6][CH2:5][CH:4]([C:7]([O:9][C:10]([CH3:13])([CH3:12])[CH3:11])=[O:8])[CH2:3][CH2:2]1.C(N(C(C)C)CC)(C)C.Br[CH2:24][C:25]([O:27][CH2:28][C:29]1[CH:34]=[CH:33][CH:32]=[CH:31][CH:30]=1)=[O:26].O, predict the reaction product. The product is: [CH2:28]([O:27][C:25](=[O:26])[CH2:24][N:1]1[CH2:6][CH2:5][CH:4]([C:7]([O:9][C:10]([CH3:13])([CH3:12])[CH3:11])=[O:8])[CH2:3][CH2:2]1)[C:29]1[CH:34]=[CH:33][CH:32]=[CH:31][CH:30]=1. (6) Given the reactants [CH2:1]([C:8]1[N:12]([CH:13]([CH:23]2[CH2:28][CH2:27][CH2:26][CH2:25][CH2:24]2)[C:14]([NH:16][CH:17]2[CH2:22][CH2:21][CH2:20][CH2:19][CH2:18]2)=[O:15])[C:11]2[CH:29]=[C:30]([Cl:34])[C:31]([F:33])=[CH:32][C:10]=2[N:9]=1)[C:2]1[CH:7]=[CH:6][CH:5]=[CH:4][CH:3]=1.C1([CH:41]=[O:42])CCCCC1.[Cl:43]C1C=C(C=CC=1)C=O.ClC1C=C(CC(O)=O)C=CC=1.COC(C(O)=O)C1C=CC=CC=1, predict the reaction product. The product is: [Cl:34][C:30]1[C:31]([F:33])=[CH:32][C:10]2[N:9]=[C:8]([CH:1]([O:42][CH3:41])[C:2]3[CH:7]=[CH:6][CH:5]=[CH:4][CH:3]=3)[N:12]([CH:13]([C:23]3[CH:28]=[CH:27][CH:26]=[C:25]([Cl:43])[CH:24]=3)[C:14]([NH:16][CH:17]3[CH2:18][CH2:19][CH2:20][CH2:21][CH2:22]3)=[O:15])[C:11]=2[CH:29]=1. (7) Given the reactants [F:1][C:2]1([F:28])[CH2:7][CH2:6][CH:5]([CH2:8][NH:9][C:10]([C:12]2[C:13]3[CH:14]=[CH:15][C:16]([C:23]4[CH2:27][CH2:26][CH2:25][CH:24]=4)=[N:17][C:18]=3[CH:19]=[CH:20][C:21]=2[Cl:22])=[O:11])[CH2:4][CH2:3]1.C([SiH](CC)CC)C, predict the reaction product. The product is: [F:28][C:2]1([F:1])[CH2:3][CH2:4][CH:5]([CH2:8][NH:9][C:10]([C:12]2[C:13]3[CH:14]=[CH:15][C:16]([CH:23]4[CH2:24][CH2:25][CH2:26][CH2:27]4)=[N:17][C:18]=3[CH:19]=[CH:20][C:21]=2[Cl:22])=[O:11])[CH2:6][CH2:7]1.